This data is from TCR-epitope binding with 47,182 pairs between 192 epitopes and 23,139 TCRs. The task is: Binary Classification. Given a T-cell receptor sequence (or CDR3 region) and an epitope sequence, predict whether binding occurs between them. (1) The epitope is RLFRKSNLK. The TCR CDR3 sequence is CAISESIGTEAFF. Result: 1 (the TCR binds to the epitope). (2) The epitope is SGPLKAEIAQRLED. The TCR CDR3 sequence is CASSQASSGGKETQYF. Result: 1 (the TCR binds to the epitope). (3) The epitope is KMQRMLLEK. The TCR CDR3 sequence is CASGLASHYNEQFF. Result: 1 (the TCR binds to the epitope). (4) The epitope is VVYRGTTTY. The TCR CDR3 sequence is CSTWGTGLNGYTF. Result: 0 (the TCR does not bind to the epitope). (5) Result: 0 (the TCR does not bind to the epitope). The TCR CDR3 sequence is CASSPAVMIGETQYF. The epitope is TLIGDCATV. (6) The epitope is YLNTLTLAV. The TCR CDR3 sequence is CASSPYGADTEAFF. Result: 1 (the TCR binds to the epitope). (7) The epitope is RPHERNGFTVL. The TCR CDR3 sequence is CASSVEGQGYEQYF. Result: 0 (the TCR does not bind to the epitope). (8) Result: 0 (the TCR does not bind to the epitope). The TCR CDR3 sequence is CASTRGGGGYEQYF. The epitope is TPINLVRDL. (9) The epitope is LEPLVDLPI. The TCR CDR3 sequence is CASSRTDDYNYEQYF. Result: 1 (the TCR binds to the epitope). (10) The epitope is FPRPWLHGL. The TCR CDR3 sequence is CASSVFGGPDQPQHF. Result: 1 (the TCR binds to the epitope).